Dataset: Reaction yield outcomes from USPTO patents with 853,638 reactions. Task: Predict the reaction yield, written as a fraction of the theoretical maximum amount of product (1.0 means a 100% yield; for example, 0.34 means a 34% yield). (1) The reactants are [F:1][C:2]1[C:7]([F:8])=[C:6]([N:9]2[CH2:14][CH2:13][O:12][CH2:11][CH2:10]2)[CH:5]=[CH:4][C:3]=1[N:15]1[CH:20]=[C:19]([O:21][CH3:22])[C:18](=[O:23])[C:17]([C:24](O)=[O:25])=[N:16]1.Cl.[CH3:28][NH:29][O:30][CH3:31].C1C=CC2N(O)N=NC=2C=1.C(N(CC)CC)C.CCN=C=NCCCN(C)C. The catalyst is CN(C=O)C.CCOC(C)=O. The product is [F:1][C:2]1[C:7]([F:8])=[C:6]([N:9]2[CH2:10][CH2:11][O:12][CH2:13][CH2:14]2)[CH:5]=[CH:4][C:3]=1[N:15]1[CH:20]=[C:19]([O:21][CH3:22])[C:18](=[O:23])[C:17]([C:24]([N:29]([O:30][CH3:31])[CH3:28])=[O:25])=[N:16]1. The yield is 0.770. (2) The reactants are [Br:1][C:2]1[N:3]=[C:4]2[C:8](=[N:9][CH:10]=1)[NH:7][CH:6]=[CH:5]2.[Cl-].C([Al+]CC)C.[C:17](Cl)(=[O:22])[C:18]([CH3:21])([CH3:20])[CH3:19].C([O-])(O)=O.[Na+]. The catalyst is ClCCl. The product is [Br:1][C:2]1[N:3]=[C:4]2[C:5]([C:17](=[O:22])[C:18]([CH3:21])([CH3:20])[CH3:19])=[CH:6][NH:7][C:8]2=[N:9][CH:10]=1. The yield is 0.890.